From a dataset of Reaction yield outcomes from USPTO patents with 853,638 reactions. Predict the reaction yield, written as a fraction of the theoretical maximum amount of product (1.0 means a 100% yield; for example, 0.34 means a 34% yield). (1) The reactants are [Cl:1][C:2]1[CH:11]=[CH:10][C:9]([N:12]2[CH2:16][CH2:15][CH:14]([N:17]([CH2:20][CH3:21])[CH2:18][CH3:19])[CH2:13]2)=[CH:8][C:3]=1[C:4](OC)=[O:5].[NH3:22]. The catalyst is CO. The product is [Cl:1][C:2]1[CH:11]=[CH:10][C:9]([N:12]2[CH2:16][CH2:15][CH:14]([N:17]([CH2:20][CH3:21])[CH2:18][CH3:19])[CH2:13]2)=[CH:8][C:3]=1[C:4]([NH2:22])=[O:5]. The yield is 0.736. (2) The yield is 0.810. The reactants are [NH2:1][C:2]1[O:6][N:5]=[C:4]([C:7]2[CH:12]=[CH:11][CH:10]=[CH:9][C:8]=2[F:13])[C:3]=1[C:14]([OH:16])=O.Cl.C(N=C=NCCCN(C)C)C.[Cl:29][C:30]1[CH:31]=[C:32]([N:37]2[CH2:42][CH2:41][NH:40][CH2:39][CH2:38]2)[CH:33]=[CH:34][C:35]=1[Cl:36]. The catalyst is ClCCl. The product is [NH2:1][C:2]1[O:6][N:5]=[C:4]([C:7]2[CH:12]=[CH:11][CH:10]=[CH:9][C:8]=2[F:13])[C:3]=1[C:14]([N:40]1[CH2:39][CH2:38][N:37]([C:32]2[CH:33]=[CH:34][C:35]([Cl:36])=[C:30]([Cl:29])[CH:31]=2)[CH2:42][CH2:41]1)=[O:16]. (3) The reactants are [CH:1]1([C:7]2[N:12]([C:13]3[CH:18]=[C:17]([F:19])[CH:16]=[C:15]([F:20])[CH:14]=3)[C:11](=[O:21])[CH:10]=[C:9]([OH:22])[N:8]=2)[CH2:6][CH2:5][CH2:4][CH2:3][CH2:2]1.[Cl-].C[Al+]C.CCCCCC.FC1C=[C:36](C=C(F)C=1)[NH2:37].C1(C#N)CCCCC1.C(OCC)(=O)[CH2:51][C:52]([O:54]CC)=[O:53].C[O-:62].[Na+]. The catalyst is C1(C)C=CC=CC=1.O.COCCO. The product is [CH:1]1([C:7]2[N:12]([C:13]3[CH:14]=[C:15]([F:20])[CH:16]=[C:17]([F:19])[CH:18]=3)[C:11](=[O:21])[C:10]([C:36]([NH:37][CH2:51][C:52]([OH:54])=[O:53])=[O:62])=[C:9]([OH:22])[N:8]=2)[CH2:2][CH2:3][CH2:4][CH2:5][CH2:6]1. The yield is 0.240.